Dataset: Reaction yield outcomes from USPTO patents with 853,638 reactions. Task: Predict the reaction yield, written as a fraction of the theoretical maximum amount of product (1.0 means a 100% yield; for example, 0.34 means a 34% yield). (1) The reactants are [NH2:1][C:2]1[CH:9]=[CH:8][C:5]([C:6]#[N:7])=[CH:4][CH:3]=1.[C:10](O[C:10]([O:12][C:13]([CH3:16])([CH3:15])[CH3:14])=[O:11])([O:12][C:13]([CH3:16])([CH3:15])[CH3:14])=[O:11]. The catalyst is C1COCC1.N1C=CC=CC=1.CCOC(C)=O. The product is [C:13]([O:12][C:10]([NH:1][C:2]1[CH:9]=[CH:8][C:5]([C:6]#[N:7])=[CH:4][CH:3]=1)=[O:11])([CH3:16])([CH3:15])[CH3:14]. The yield is 0.600. (2) The reactants are [NH2:1][C:2]1[CH:10]=[C:9]([O:11][CH3:12])[CH:8]=[C:7]([O:13][CH3:14])[C:3]=1[C:4]([NH2:6])=[O:5].[O:15]([CH2:23][CH2:24][O:25][C:26]1[C:33]([CH3:34])=[CH:32][C:29]([CH:30]=O)=[CH:28][C:27]=1[CH3:35])[Si](C(C)(C)C)(C)C.II.C(=O)([O-])[O-].[K+].[K+]. The product is [OH:15][CH2:23][CH2:24][O:25][C:26]1[C:33]([CH3:34])=[CH:32][C:29]([C:30]2[NH:6][C:4](=[O:5])[C:3]3[C:2](=[CH:10][C:9]([O:11][CH3:12])=[CH:8][C:7]=3[O:13][CH3:14])[N:1]=2)=[CH:28][C:27]=1[CH3:35]. The catalyst is CN(C)C=O. The yield is 0.390. (3) The reactants are [Cl:1][C:2]1[CH:10]=[CH:9][C:8]([N:11]2[CH:15]=[CH:14][N:13]=[CH:12]2)=[CH:7][C:3]=1[C:4]([NH2:6])=[O:5].FC1C=CC([O:23][C:24](=O)[NH:25][C:26]2[S:27][C:28]3[CH:34]=[C:33]([S:35]([CH3:38])(=[O:37])=[O:36])[CH:32]=[CH:31][C:29]=3[N:30]=2)=CC=1. No catalyst specified. The product is [Cl:1][C:2]1[CH:10]=[CH:9][C:8]([N:11]2[CH:15]=[CH:14][N:13]=[CH:12]2)=[CH:7][C:3]=1[C:4]([NH:6][C:24](=[O:23])[NH:25][C:26]1[S:27][C:28]2[CH:34]=[C:33]([S:35]([CH3:38])(=[O:37])=[O:36])[CH:32]=[CH:31][C:29]=2[N:30]=1)=[O:5]. The yield is 0.170.